This data is from Full USPTO retrosynthesis dataset with 1.9M reactions from patents (1976-2016). The task is: Predict the reactants needed to synthesize the given product. (1) Given the product [C:36]([O:40][C:41]([NH:43][C:44]([CH3:51])([CH3:50])[C:45]([O:47][CH2:48][N:14]1[C:11]2=[N:12][CH:13]=[C:8]([C:5]3[CH:6]=[CH:7][C:2]([Cl:1])=[CH:3][CH:4]=3)[CH:9]=[C:10]2[C:16]([C:17](=[O:18])[C:19]2[C:24]([F:25])=[CH:23][CH:22]=[C:21]([NH:26][S:27]([CH2:30][CH2:31][CH3:32])(=[O:28])=[O:29])[C:20]=2[F:33])=[CH:15]1)=[O:46])=[O:42])([CH3:39])([CH3:38])[CH3:37], predict the reactants needed to synthesize it. The reactants are: [Cl:1][C:2]1[CH:7]=[CH:6][C:5]([C:8]2[CH:9]=[C:10]3[C:16]([C:17]([C:19]4[C:20]([F:33])=[C:21]([NH:26][S:27]([CH2:30][CH2:31][CH3:32])(=[O:29])=[O:28])[CH:22]=[CH:23][C:24]=4[F:25])=[O:18])=[CH:15][NH:14][C:11]3=[N:12][CH:13]=2)=[CH:4][CH:3]=1.[OH-].[K+].[C:36]([O:40][C:41]([NH:43][C:44]([CH3:51])([CH3:50])[C:45]([O:47][CH2:48]Cl)=[O:46])=[O:42])([CH3:39])([CH3:38])[CH3:37]. (2) Given the product [NH2:16][C:15]1[N:28]=[C:33]([C:35]2[CH:36]=[C:37]([O:41][CH:42]3[CH2:43][CH2:44][N:45]([C:48]([O:50][C:5]([CH3:10])([CH3:6])[CH3:4])=[O:49])[CH2:46][CH2:47]3)[CH:38]=[N:39][CH:40]=2)[CH:17]=[C:6]2[C:7]=1[CH:8]=[N:9][C:10]1[CH:11]=[C:12]([O:13][CH3:14])[C:3]([O:2][CH3:1])=[CH:4][C:5]2=1, predict the reactants needed to synthesize it. The reactants are: [CH3:1][O:2][C:3]1[CH:4]=[C:5]2[C:10](=[CH:11][C:12]=1[O:13][CH3:14])[N:9]=[CH:8][C:7]([C:15]#[N:16])=[C:6]2[CH3:17].[Li+].C[Si]([N-][Si](C)(C)C)(C)C.[N:28]1([C:33]([C:35]2[CH:36]=[C:37]([O:41][CH:42]3[CH2:47][CH2:46][N:45]([C:48]([O-:50])=[O:49])[CH2:44][CH2:43]3)[CH:38]=[N:39][CH:40]=2)=O)C=CN=C1. (3) Given the product [F:19][C:20]1[CH:21]=[C:22]([CH:25]=[CH:26][C:27]=1[C:28]([F:29])([F:30])[F:31])[CH2:23][NH:24][C:14](=[O:16])[C:13]1[CH:12]=[CH:11][C:10]([S:7]([NH:6][C:5]2[S:1][N:2]=[CH:3][N:4]=2)(=[O:8])=[O:9])=[CH:18][CH:17]=1, predict the reactants needed to synthesize it. The reactants are: [S:1]1[C:5]([NH:6][S:7]([C:10]2[CH:18]=[CH:17][C:13]([C:14]([OH:16])=O)=[CH:12][CH:11]=2)(=[O:9])=[O:8])=[N:4][CH:3]=[N:2]1.[F:19][C:20]1[CH:21]=[C:22]([CH:25]=[CH:26][C:27]=1[C:28]([F:31])([F:30])[F:29])[CH2:23][NH2:24].